Predict the reaction yield, written as a fraction of the theoretical maximum amount of product (1.0 means a 100% yield; for example, 0.34 means a 34% yield). From a dataset of Reaction yield outcomes from USPTO patents with 853,638 reactions. The reactants are ClC(Cl)C(O)=O.N[C:8]1[N:9]([C:28]2[C:33]([CH3:34])=[CH:32][C:31]([CH:35]3[CH2:37][CH2:36]3)=[CH:30][C:29]=2[Cl:38])[C:10]([S:13][CH2:14][C:15]([NH:17][C:18]2[CH:26]=[CH:25][C:21]([C:22]([OH:24])=[O:23])=[CH:20][C:19]=2[Cl:27])=[O:16])=[N:11][N:12]=1.N([O-])=O.[Na+].ClCCl.[Br:46]CBr. The catalyst is [Br-].C([N+](CC)(CC)CC)C1C=CC=CC=1. The product is [Br:46][C:8]1[N:9]([C:28]2[C:33]([CH3:34])=[CH:32][C:31]([CH:35]3[CH2:37][CH2:36]3)=[CH:30][C:29]=2[Cl:38])[C:10]([S:13][CH2:14][C:15]([NH:17][C:18]2[CH:26]=[CH:25][C:21]([C:22]([OH:24])=[O:23])=[CH:20][C:19]=2[Cl:27])=[O:16])=[N:11][N:12]=1. The yield is 0.420.